Dataset: Full USPTO retrosynthesis dataset with 1.9M reactions from patents (1976-2016). Task: Predict the reactants needed to synthesize the given product. (1) Given the product [C:1]([O:5][C:6]([N:8]1[CH2:13][CH:12]=[C:11]([C:35]2[CH:34]=[C:33]([O:50][CH3:51])[C:32]([C:31]([OH:52])=[O:30])=[CH:37][C:36]=2[C:38]([F:39])([F:41])[F:40])[CH2:10][CH2:9]1)=[O:7])([CH3:2])([CH3:3])[CH3:4], predict the reactants needed to synthesize it. The reactants are: [C:1]([O:5][C:6]([N:8]1[CH2:13][CH:12]=[C:11](B2OC(C)(C)C(C)(C)O2)[CH2:10][CH2:9]1)=[O:7])([CH3:4])([CH3:3])[CH3:2].C(=O)([O-])[O-].[K+].[K+].C[O:30][C:31](=[O:52])[C:32]1[CH:37]=[C:36]([C:38]([F:41])([F:40])[F:39])[C:35](OS(C(F)(F)F)(=O)=O)=[CH:34][C:33]=1[O:50][CH3:51]. (2) The reactants are: [OH:1][C:2]1[CH:9]=[CH:8][C:5]([CH:6]=[O:7])=[CH:4][CH:3]=1.C([O-])([O-])=O.[K+].[K+].I[CH2:17][CH2:18][CH2:19][CH2:20][CH2:21][CH2:22][CH2:23][CH2:24][CH2:25][CH3:26].O. Given the product [CH2:17]([O:1][C:2]1[CH:9]=[CH:8][C:5]([CH:6]=[O:7])=[CH:4][CH:3]=1)[CH2:18][CH2:19][CH2:20][CH2:21][CH2:22][CH2:23][CH2:24][CH2:25][CH3:26], predict the reactants needed to synthesize it. (3) Given the product [CH2:1]([N:8]1[CH2:14][CH:13]2[CH:15]([N:16]([CH3:17])[CH2:29][CH2:30][CH2:31][NH:32][C:33]3[CH:34]=[CH:35][C:36]([C:39]#[N:40])=[CH:37][CH:38]=3)[CH:10]([CH2:11][CH2:12]2)[CH2:9]1)[C:2]1[CH:3]=[CH:4][CH:5]=[CH:6][CH:7]=1, predict the reactants needed to synthesize it. The reactants are: [CH2:1]([N:8]1[CH2:14][CH:13]2[CH:15]([NH:16][CH3:17])[CH:10]([CH2:11][CH2:12]2)[CH2:9]1)[C:2]1[CH:7]=[CH:6][CH:5]=[CH:4][CH:3]=1.CC1C=CC(S(O[CH2:29][CH2:30][CH2:31][NH:32][C:33]2[CH:38]=[CH:37][C:36]([C:39]#[N:40])=[CH:35][CH:34]=2)(=O)=O)=CC=1.C(=O)([O-])[O-].[K+].[K+]. (4) Given the product [CH3:28][S:25]([C:22]([C:14]1[CH:15]=[C:16]2[C:21](=[C:12]([C:8]3[CH:7]=[C:6]([CH2:5][CH:4]([C:29]4[CH:30]=[CH:31][C:32]([S:35]([CH3:38])(=[O:36])=[O:37])=[CH:33][CH:34]=4)[C:3]([OH:39])=[O:2])[CH:11]=[CH:10][CH:9]=3)[CH:13]=1)[N:20]=[CH:19][CH:18]=[CH:17]2)([CH3:24])[CH3:23])(=[O:26])=[O:27], predict the reactants needed to synthesize it. The reactants are: C[O:2][C:3](=[O:39])[CH:4]([C:29]1[CH:34]=[CH:33][C:32]([S:35]([CH3:38])(=[O:37])=[O:36])=[CH:31][CH:30]=1)[CH2:5][C:6]1[CH:11]=[CH:10][CH:9]=[C:8]([C:12]2[CH:13]=[C:14]([C:22]([S:25]([CH3:28])(=[O:27])=[O:26])([CH3:24])[CH3:23])[CH:15]=[C:16]3[C:21]=2[N:20]=[CH:19][CH:18]=[CH:17]3)[CH:7]=1.[Li+].[OH-].Cl. (5) Given the product [CH2:1]([O:8][C:9]1[CH:17]=[C:16]2[C:12]([CH:13]=[CH:14][NH:15]2)=[CH:11][C:10]=1[F:21])[C:2]1[CH:3]=[CH:4][CH:5]=[CH:6][CH:7]=1, predict the reactants needed to synthesize it. The reactants are: [CH2:1]([O:8][C:9]1[CH:17]=[C:16]2[C:12]([CH:13]=[C:14](C(O)=O)[NH:15]2)=[CH:11][C:10]=1[F:21])[C:2]1[CH:7]=[CH:6][CH:5]=[CH:4][CH:3]=1. (6) Given the product [Br:1][C:2]1[CH:3]=[C:4]([CH:7]=[C:8]([Cl:10])[CH:9]=1)[CH2:5][O:6][C:12]1[CH:17]=[CH:16][CH:15]=[CH:14][C:13]=1[CH2:18][C:19]([O:21][CH3:22])=[O:20], predict the reactants needed to synthesize it. The reactants are: [Br:1][C:2]1[CH:3]=[C:4]([CH:7]=[C:8]([Cl:10])[CH:9]=1)[CH2:5][OH:6].O[C:12]1[CH:17]=[CH:16][CH:15]=[CH:14][C:13]=1[CH2:18][C:19]([O:21][CH3:22])=[O:20].C1C=CC(P(C2C=CC=CC=2)C2C=CC=CC=2)=CC=1.CC(OC(/N=N/C(OC(C)C)=O)=O)C.